Dataset: Forward reaction prediction with 1.9M reactions from USPTO patents (1976-2016). Task: Predict the product of the given reaction. (1) Given the reactants C(O[C:4]([C:6]1[N:11]=[CH:10][C:9]2[N:12]=[C:13]([C:15]3[CH:16]=[N:17][CH:18]=[C:19]([Br:21])[CH:20]=3)[S:14][C:8]=2[C:7]=1[OH:22])=[O:5])C.[NH2:23][CH2:24][C:25]([OH:27])=[O:26], predict the reaction product. The product is: [Br:21][C:19]1[CH:20]=[C:15]([C:13]2[S:14][C:8]3[C:7]([OH:22])=[C:6]([C:4]([NH:23][CH2:24][C:25]([OH:27])=[O:26])=[O:5])[N:11]=[CH:10][C:9]=3[N:12]=2)[CH:16]=[N:17][CH:18]=1. (2) Given the reactants [NH2:1][CH:2]([C:9]1[CH:14]=[CH:13][CH:12]=[CH:11][CH:10]=1)[C:3]1([OH:8])[CH2:7][CH2:6][CH2:5][CH2:4]1.[O-:15][C:16]#[N:17].[K+].Cl, predict the reaction product. The product is: [OH:8][C:3]1([CH:2]([C:9]2[CH:14]=[CH:13][CH:12]=[CH:11][CH:10]=2)[NH:1][C:16]([NH2:17])=[O:15])[CH2:7][CH2:6][CH2:5][CH2:4]1. (3) Given the reactants C([N:8]1[CH2:13][CH2:12][C:11]([N:15]2[CH2:20][CH2:19][N:18]([C:21]([O:23][C:24]([CH3:27])([CH3:26])[CH3:25])=[O:22])[CH2:17][CH2:16]2)([CH3:14])[CH2:10][CH2:9]1)C1C=CC=CC=1.[H][H].Cl, predict the reaction product. The product is: [CH3:14][C:11]1([N:15]2[CH2:16][CH2:17][N:18]([C:21]([O:23][C:24]([CH3:27])([CH3:26])[CH3:25])=[O:22])[CH2:19][CH2:20]2)[CH2:12][CH2:13][NH:8][CH2:9][CH2:10]1. (4) Given the reactants C([O:3][P:4]([CH2:9][CH2:10][N:11]1[CH2:19][CH2:18][CH2:17][NH:16][C:15]2[C:14](=[O:20])[C:13](=[O:21])[C:12]1=2)(=[O:8])[O:5]CC)C.[I-].[Na+].C[Si](Cl)(C)C.O, predict the reaction product. The product is: [CH2:18]1[CH2:19][N:11]([CH2:10][CH2:9][P:4]([OH:5])([OH:8])=[O:3])[C:12]2=[C:13]([OH:21])[C:14](=[O:20])[C:15]2=[N:16][CH2:17]1. (5) Given the reactants [F:1][C:2]1[CH:7]=[CH:6][C:5]([CH:8]2[CH2:13][NH:12][CH2:11][CH2:10][N:9]2[S:14]([CH2:17][CH:18]([CH2:30][C:31]2[CH:36]=[CH:35][CH:34]=[CH:33][CH:32]=2)[C:19]([NH:21][O:22]CC2C=CC=CC=2)=[O:20])(=[O:16])=[O:15])=[CH:4][CH:3]=1, predict the reaction product. The product is: [OH:22][NH:21][C:19](=[O:20])[CH:18]([CH2:30][C:31]1[CH:36]=[CH:35][CH:34]=[CH:33][CH:32]=1)[CH2:17][S:14]([N:9]1[CH2:10][CH2:11][NH:12][CH2:13][CH:8]1[C:5]1[CH:6]=[CH:7][C:2]([F:1])=[CH:3][CH:4]=1)(=[O:15])=[O:16]. (6) The product is: [S:21]1[C:25]2[CH:26]=[CH:27][C:28]([CH2:30][CH2:31][O:32][CH2:33][CH2:34][N:36]3[CH2:40][CH2:39][CH:38]([NH2:41])[CH2:37]3)=[CH:29][C:24]=2[CH:23]=[CH:22]1. Given the reactants S1C2C=CC(CCOCCCN3CC(O)C3)=CC=2C=C1.[S:21]1[C:25]2[CH:26]=[CH:27][C:28]([CH2:30][CH2:31][O:32][CH2:33][C:34]([N:36]3[CH2:40][CH2:39][CH:38]([NH:41]C(=O)[O-])[CH2:37]3)=O)=[CH:29][C:24]=2[CH:23]=[CH:22]1.Cl.[OH-].[Na+], predict the reaction product.